Dataset: Full USPTO retrosynthesis dataset with 1.9M reactions from patents (1976-2016). Task: Predict the reactants needed to synthesize the given product. (1) Given the product [Cl:1][C:2]1[CH:3]=[C:4]([F:31])[C:5]([N:8]2[CH2:9][CH2:10][CH:11]([N:14]3[CH2:18][CH2:17][C@H:16]([O:19][C:20]4[CH:28]=[CH:27][C:23]([C:24]([N:66]([CH2:67][CH2:68][OH:69])[CH3:65])=[O:26])=[CH:22][C:21]=4[F:29])[C:15]3=[O:30])[CH2:12][CH2:13]2)=[N:6][CH:7]=1, predict the reactants needed to synthesize it. The reactants are: [Cl:1][C:2]1[CH:3]=[C:4]([F:31])[C:5]([N:8]2[CH2:13][CH2:12][CH:11]([N:14]3[CH2:18][CH2:17][C@H:16]([O:19][C:20]4[CH:28]=[CH:27][C:23]([C:24]([OH:26])=O)=[CH:22][C:21]=4[F:29])[C:15]3=[O:30])[CH2:10][CH2:9]2)=[N:6][CH:7]=1.CN(C(ON1N=NC2C=CC=NC1=2)=[N+](C)C)C.F[P-](F)(F)(F)(F)F.C(N(C(C)C)C(C)C)C.[CH3:65][NH:66][CH2:67][CH2:68][OH:69]. (2) Given the product [Cl:1][C:2]1[CH:3]=[C:4]2[C:9](=[CH:10][C:11]=1[F:12])[NH:8][C:7](=[O:13])[C:6]([C@H:14]([NH:15][S@@:16]([C:18]([CH3:21])([CH3:20])[CH3:19])=[O:17])[CH3:22])=[CH:5]2, predict the reactants needed to synthesize it. The reactants are: [Cl:1][C:2]1[CH:3]=[C:4]2[C:9](=[CH:10][C:11]=1[F:12])[NH:8][C:7](=[O:13])[C:6](/[CH:14]=[N:15]/[S@@:16]([C:18]([CH3:21])([CH3:20])[CH3:19])=[O:17])=[CH:5]2.[CH2:22](Cl)Cl.C[Mg]Br. (3) The reactants are: [I:1][C:2]1[CH:7]=[CH:6][C:5]([N:8]2[CH2:13][CH2:12][NH:11][CH2:10][CH2:9]2)=[CH:4][CH:3]=1.CCN(C(C)C)C(C)C.Cl[CH2:24][CH2:25][OH:26]. Given the product [I:1][C:2]1[CH:3]=[CH:4][C:5]([N:8]2[CH2:13][CH2:12][N:11]([CH2:24][CH2:25][OH:26])[CH2:10][CH2:9]2)=[CH:6][CH:7]=1, predict the reactants needed to synthesize it. (4) Given the product [CH:6]12[CH2:5][CH2:4][CH:3]([CH:8]=[CH:7]1)[CH2:2][C@H:9]2[CH:10]=[O:17], predict the reactants needed to synthesize it. The reactants are: Cl.[CH2:2]([C@@H:9]1NC(C)(C)N(C)[C:10]1=[O:17])[C:3]1[CH:8]=[CH:7][CH:6]=[CH:5][CH:4]=1.C(C=C)=O.C1CCC=CC=1.